Dataset: Reaction yield outcomes from USPTO patents with 853,638 reactions. Task: Predict the reaction yield, written as a fraction of the theoretical maximum amount of product (1.0 means a 100% yield; for example, 0.34 means a 34% yield). The reactants are [Cl:1][C:2]1[C:3]([NH:21][C:22]2[C:31]([F:32])=[CH:30][CH:29]=[CH:28][C:23]=2[C:24]([NH:26][CH3:27])=[O:25])=[N:4][C:5]([NH:8][C:9]2[CH:10]=[CH:11][C:12]3[CH2:18][NH:17][CH2:16][C:15](=[O:19])[NH:14][C:13]=3[CH:20]=2)=[N:6][CH:7]=1.N1C=CC=CC=1.[CH3:39][S:40](O[S:40]([CH3:39])(=[O:42])=[O:41])(=[O:42])=[O:41]. The catalyst is C(Cl)Cl. The product is [Cl:1][C:2]1[C:3]([NH:21][C:22]2[C:31]([F:32])=[CH:30][CH:29]=[CH:28][C:23]=2[C:24]([NH:26][CH3:27])=[O:25])=[N:4][C:5]([NH:8][C:9]2[CH:10]=[CH:11][C:12]3[CH2:18][N:17]([S:40]([CH3:39])(=[O:42])=[O:41])[CH2:16][C:15](=[O:19])[NH:14][C:13]=3[CH:20]=2)=[N:6][CH:7]=1. The yield is 0.140.